From a dataset of CYP2C19 inhibition data for predicting drug metabolism from PubChem BioAssay. Regression/Classification. Given a drug SMILES string, predict its absorption, distribution, metabolism, or excretion properties. Task type varies by dataset: regression for continuous measurements (e.g., permeability, clearance, half-life) or binary classification for categorical outcomes (e.g., BBB penetration, CYP inhibition). Dataset: cyp2c19_veith. The molecule is O=C(O)C1CCNCC1. The result is 0 (non-inhibitor).